Dataset: Reaction yield outcomes from USPTO patents with 853,638 reactions. Task: Predict the reaction yield, written as a fraction of the theoretical maximum amount of product (1.0 means a 100% yield; for example, 0.34 means a 34% yield). (1) The reactants are [CH3:1][O:2][C:3]1[C:31]([O:32][CH3:33])=[CH:30][C:6]2[N:7]([C:10]3[S:14][C:13]([C:15]([NH2:17])=O)=[C:12]([O:18][CH2:19][C:20]4[CH:25]=[CH:24][CH:23]=[CH:22][C:21]=4[C:26]([F:29])([F:28])[F:27])[CH:11]=3)[CH:8]=[N:9][C:5]=2[CH:4]=1.COC1C=CC(P2(SP(C3C=CC(OC)=CC=3)(=S)S2)=[S:43])=CC=1.Cl. The yield is 0.480. The catalyst is O1CCOCC1. The product is [CH3:1][O:2][C:3]1[C:31]([O:32][CH3:33])=[CH:30][C:6]2[N:7]([C:10]3[S:14][C:13]([C:15](=[S:43])[NH2:17])=[C:12]([O:18][CH2:19][C:20]4[CH:25]=[CH:24][CH:23]=[CH:22][C:21]=4[C:26]([F:29])([F:27])[F:28])[CH:11]=3)[CH:8]=[N:9][C:5]=2[CH:4]=1. (2) The reactants are [F:1][C:2]1[CH:10]=[C:9]([F:11])[CH:8]=[CH:7][C:3]=1[C:4]([OH:6])=[O:5].[CH3:12][C:13](OC(OC(O[C:13]([CH3:15])([CH3:14])[CH3:12])=O)=O)([CH3:15])[CH3:14]. The catalyst is ClCCl.CC(O)(C)C. The product is [C:13]([O:5][C:4](=[O:6])[C:3]1[CH:7]=[CH:8][C:9]([F:11])=[CH:10][C:2]=1[F:1])([CH3:15])([CH3:14])[CH3:12]. The yield is 0.840. (3) The reactants are [CH:1](=[N:8]/[C:9]1[CH:17]=[CH:16][CH:15]=[C:14]2[C:10]=1[CH2:11][O:12][C:13]2=[O:18])\[C:2]1[CH:7]=[CH:6][CH:5]=[CH:4][CH:3]=1.[CH3:19][N:20]1[CH:24]=[CH:23][N:22]=[C:21]1[CH:25]=O.[O-:27][CH2:28][CH3:29].[Na+].C(O)C. The catalyst is C(OCC)(=O)CC. The product is [CH3:19][N:20]1[CH:24]=[CH:23][N:22]=[C:21]1[CH:25]1[C:28](=[O:27])[C:29]2[C:14]([C:13]([O:12][CH2:11][CH3:10])=[O:18])=[CH:15][CH:16]=[CH:17][C:9]=2[NH:8][CH:1]1[C:2]1[CH:3]=[CH:4][CH:5]=[CH:6][CH:7]=1. The yield is 0.180. (4) The reactants are [N+:1]([C:4]1[CH:17]=[CH:16][C:15]2[C:14]3[C:9](=[CH:10][CH:11]=[CH:12][CH:13]=3)[CH2:8][CH2:7][C:6]=2[CH:5]=1)([O-])=O.C(O)C.O.NN. The catalyst is [C].[Pd].O. The product is [NH2:1][C:4]1[CH:17]=[CH:16][C:15]2[C:14]3[C:9](=[CH:10][CH:11]=[CH:12][CH:13]=3)[CH2:8][CH2:7][C:6]=2[CH:5]=1. The yield is 0.890.